From a dataset of Reaction yield outcomes from USPTO patents with 853,638 reactions. Predict the reaction yield, written as a fraction of the theoretical maximum amount of product (1.0 means a 100% yield; for example, 0.34 means a 34% yield). (1) The reactants are [CH3:1][O:2][C:3]([C:5]1[C:9]([CH:10]=[O:11])=[N:8][N:7]([CH3:12])[N:6]=1)=[O:4].[BH4-].[Na+]. The catalyst is CO. The product is [CH3:1][O:2][C:3]([C:5]1[C:9]([CH2:10][OH:11])=[N:8][N:7]([CH3:12])[N:6]=1)=[O:4]. The yield is 0.810. (2) The reactants are [CH:1]([N:4]1[CH2:9][CH2:8][N:7]([C:10]([C:12]2[CH:13]=[C:14]3[C:18](=[CH:19][CH:20]=2)[NH:17][C:16]([C:21]([OH:23])=O)=[CH:15]3)=[O:11])[CH2:6][CH2:5]1)([CH3:3])[CH3:2].Cl.F[B-](F)(F)F.N1(OC(N(C)C)=[N+](C)C)C2C=CC=CC=2N=N1.[NH:47]1[CH2:52][CH2:51][S:50](=[O:54])(=[O:53])[CH2:49][CH2:48]1.C(N(CC)C(C)C)(C)C.C(=O)(O)[O-].[Na+]. The catalyst is CN(C)C=O. The product is [O:53]=[S:50]1(=[O:54])[CH2:51][CH2:52][N:47]([C:21]([C:16]2[NH:17][C:18]3[C:14]([CH:15]=2)=[CH:13][C:12]([C:10]([N:7]2[CH2:8][CH2:9][N:4]([CH:1]([CH3:2])[CH3:3])[CH2:5][CH2:6]2)=[O:11])=[CH:20][CH:19]=3)=[O:23])[CH2:48][CH2:49]1. The yield is 0.640.